Dataset: Reaction yield outcomes from USPTO patents with 853,638 reactions. Task: Predict the reaction yield, written as a fraction of the theoretical maximum amount of product (1.0 means a 100% yield; for example, 0.34 means a 34% yield). (1) The reactants are [CH3:1][C:2]1[CH:6]=[CH:5][N:4]([C:7]2[CH:8]=[N:9][CH:10]=[CH:11][CH:12]=2)[N:3]=1.[I:13](O)(=O)=O.II.[S].S([O-])([O-])(=O)=S.[Na+].[Na+]. The catalyst is C(O)(=O)C. The product is [I:13][C:6]1[C:2]([CH3:1])=[N:3][N:4]([C:7]2[CH:8]=[N:9][CH:10]=[CH:11][CH:12]=2)[CH:5]=1. The yield is 0.850. (2) The reactants are C([O:8][C:9]1[C:14]([CH2:15][N:16]2[C:22](=[O:23])[C:21]3[C:24]([CH3:33])=[C:25]([O:29][CH:30]([CH3:32])[CH3:31])[CH:26]=[C:27](Br)[C:20]=3[O:19][CH2:18][CH2:17]2)=[C:13]([CH3:34])[CH:12]=[C:11]([CH3:35])[N:10]=1)C1C=CC=CC=1.FC(F)(F)C(O)=O.[CH3:43][N:44](C)C(=O)C. The catalyst is O. The product is [CH3:34][C:13]1[CH:12]=[C:11]([CH3:35])[NH:10][C:9](=[O:8])[C:14]=1[CH2:15][N:16]1[C:22](=[O:23])[C:21]2[C:24]([CH3:33])=[C:25]([O:29][CH:30]([CH3:32])[CH3:31])[CH:26]=[C:27]([C:43]#[N:44])[C:20]=2[O:19][CH2:18][CH2:17]1. The yield is 0.190. (3) The reactants are [NH4+].[N:2]#[C:3][S-:4].[Cl:5][C:6]1[CH:12]=[CH:11][C:9]([NH2:10])=[CH:8][CH:7]=1. The catalyst is Cl.O. The product is [Cl:5][C:6]1[CH:12]=[CH:11][C:9]([NH:10][C:3]([NH2:2])=[S:4])=[CH:8][CH:7]=1. The yield is 0.440.